From a dataset of Forward reaction prediction with 1.9M reactions from USPTO patents (1976-2016). Predict the product of the given reaction. (1) Given the reactants [N+:1]([C:4]1[CH:9]=[C:8]([N+:10]([O-])=O)[CH:7]=[CH:6][C:5]=1[C:13]([OH:22])([C:18]([F:21])([F:20])[F:19])[C:14](OC)=[O:15])([O-])=O, predict the reaction product. The product is: [NH2:10][C:8]1[CH:9]=[C:4]2[C:5]([C:13]([OH:22])([C:18]([F:21])([F:20])[F:19])[C:14](=[O:15])[NH:1]2)=[CH:6][CH:7]=1. (2) Given the reactants Br[C:2]1[CH:3]=[CH:4][CH:5]=[C:6]2[C:11]=1[N:10]=[C:9]([CH3:12])[CH:8]=[C:7]2[N:13]1[CH2:22][CH2:21][C:16]2([O:20][CH2:19][CH2:18][O:17]2)[CH2:15][CH2:14]1.[Cl:23][C:24]1[CH:29]=[C:28]([Cl:30])[CH:27]=[CH:26][C:25]=1OB(O)O.C(=O)([O-])[O-].[Na+].[Na+].O, predict the reaction product. The product is: [Cl:23][C:24]1[CH:29]=[C:28]([Cl:30])[CH:27]=[CH:26][C:25]=1[C:2]1[CH:3]=[CH:4][CH:5]=[C:6]2[C:11]=1[N:10]=[C:9]([CH3:12])[CH:8]=[C:7]2[N:13]1[CH2:22][CH2:21][C:16]2([O:17][CH2:18][CH2:19][O:20]2)[CH2:15][CH2:14]1. (3) Given the reactants [Cl:1][C:2]1[CH:38]=[CH:37][C:5]([O:6][CH2:7][C:8]([N:10]2[CH2:15][CH2:14][N:13]([C:16]3[C:17]4[CH:29]=[C:28]([C:30]5[CH:35]=[CH:34][C:33]([F:36])=[CH:32][CH:31]=5)[S:27][C:18]=4[N:19]=[C:20]([C:22](OCC)=[O:23])[N:21]=3)[CH2:12][CH2:11]2)=[O:9])=[CH:4][CH:3]=1.[CH3:39][O:40][CH2:41][CH2:42][NH2:43], predict the reaction product. The product is: [Cl:1][C:2]1[CH:38]=[CH:37][C:5]([O:6][CH2:7][C:8]([N:10]2[CH2:11][CH2:12][N:13]([C:16]3[C:17]4[CH:29]=[C:28]([C:30]5[CH:35]=[CH:34][C:33]([F:36])=[CH:32][CH:31]=5)[S:27][C:18]=4[N:19]=[C:20]([C:22]([NH:43][CH2:42][CH2:41][O:40][CH3:39])=[O:23])[N:21]=3)[CH2:14][CH2:15]2)=[O:9])=[CH:4][CH:3]=1.